From a dataset of NCI-60 drug combinations with 297,098 pairs across 59 cell lines. Regression. Given two drug SMILES strings and cell line genomic features, predict the synergy score measuring deviation from expected non-interaction effect. Drug 1: CC(C1=C(C=CC(=C1Cl)F)Cl)OC2=C(N=CC(=C2)C3=CN(N=C3)C4CCNCC4)N. Drug 2: B(C(CC(C)C)NC(=O)C(CC1=CC=CC=C1)NC(=O)C2=NC=CN=C2)(O)O. Cell line: COLO 205. Synergy scores: CSS=-0.344, Synergy_ZIP=-1.27, Synergy_Bliss=-0.594, Synergy_Loewe=-2.64, Synergy_HSA=-3.70.